From a dataset of Full USPTO retrosynthesis dataset with 1.9M reactions from patents (1976-2016). Predict the reactants needed to synthesize the given product. Given the product [Cl:30][C:37]1[CH:32]=[CH:33][C:34]([N+:40]([O-:42])=[O:41])=[C:35]([N:38]=[N:39][C:12]2[CH:13]=[C:14]([C:16]([C:19]3[CH:20]=[CH:21][C:22]([O:25][CH3:26])=[CH:23][CH:24]=3)([CH3:18])[CH3:17])[CH:15]=[C:10]([C:7]([C:6]3[CH:5]=[CH:4][C:3]([O:2][CH3:1])=[CH:29][CH:28]=3)([CH3:8])[CH3:9])[C:11]=2[OH:27])[CH:36]=1, predict the reactants needed to synthesize it. The reactants are: [CH3:1][O:2][C:3]1[CH:29]=[CH:28][C:6]([C:7]([C:10]2[CH:15]=[C:14]([C:16]([C:19]3[CH:24]=[CH:23][C:22]([O:25][CH3:26])=[CH:21][CH:20]=3)([CH3:18])[CH3:17])[CH:13]=[CH:12][C:11]=2[OH:27])([CH3:9])[CH3:8])=[CH:5][CH:4]=1.[Cl-:30].Cl[C:32]1[CH:37]=[CH:36][C:35]([N+:38]#[N:39])=[C:34]([N+:40]([O-:42])=[O:41])[CH:33]=1.